This data is from Full USPTO retrosynthesis dataset with 1.9M reactions from patents (1976-2016). The task is: Predict the reactants needed to synthesize the given product. (1) Given the product [C:49]([C:42]1[CH:41]=[C:40]([N:37]2[CH2:38][CH2:39][C@H:34]([NH:33][C:31]([O:30][CH2:23][C:24]3[CH:29]=[CH:28][CH:27]=[CH:26][CH:25]=3)=[O:32])[C@H:35]([O:52][CH3:53])[CH2:36]2)[S:44][C:43]=1[C:45]([O:47][CH3:48])=[O:46])(=[O:51])[CH3:50], predict the reactants needed to synthesize it. The reactants are: CC(OI1(OC(C)=O)(OC(C)=O)OC(=O)C2C=CC=CC1=2)=O.[CH2:23]([O:30][C:31]([NH:33][C@H:34]1[CH2:39][CH2:38][N:37]([C:40]2[S:44][C:43]([C:45]([O:47][CH3:48])=[O:46])=[C:42]([CH:49]([OH:51])[CH3:50])[CH:41]=2)[CH2:36][C@H:35]1[O:52][CH3:53])=[O:32])[C:24]1[CH:29]=[CH:28][CH:27]=[CH:26][CH:25]=1.S([O-])([O-])(=O)=S.[Na+].[Na+]. (2) Given the product [F:20][C:21]1[N:26]=[CH:25][C:24]([C:2]2[C:10]3[N:9]4[CH2:11][CH2:12][CH2:13][NH:14][C:15](=[O:16])[C:8]4=[C:7]([CH3:17])[C:6]=3[CH:5]=[C:4]([C:18]#[N:19])[CH:3]=2)=[CH:23][CH:22]=1, predict the reactants needed to synthesize it. The reactants are: Br[C:2]1[C:10]2[N:9]3[CH2:11][CH2:12][CH2:13][NH:14][C:15](=[O:16])[C:8]3=[C:7]([CH3:17])[C:6]=2[CH:5]=[C:4]([C:18]#[N:19])[CH:3]=1.[F:20][C:21]1[N:26]=[CH:25][C:24](B(O)O)=[CH:23][CH:22]=1. (3) Given the product [ClH:22].[F:21][C:9]1[CH:10]=[C:11]([C:14]2[CH:19]=[CH:18][CH:17]=[CH:16][C:15]=2[S:20][C:23]2[CH:28]=[N:27][CH:26]=[CH:25][N:24]=2)[CH:12]=[CH:13][C:8]=1[C:5]1[N:6]=[CH:7][C:2]([NH2:1])=[N:3][CH:4]=1, predict the reactants needed to synthesize it. The reactants are: [NH2:1][C:2]1[N:3]=[CH:4][C:5]([C:8]2[CH:13]=[CH:12][C:11]([C:14]3[C:15]([SH:20])=[CH:16][CH:17]=[CH:18][CH:19]=3)=[CH:10][C:9]=2[F:21])=[N:6][CH:7]=1.[Cl:22][C:23]1[CH:28]=[N:27][CH:26]=[CH:25][N:24]=1. (4) Given the product [CH3:1][C:2]1([CH3:15])[CH2:7][CH2:6][CH2:5][C:4](=[C:8]([CH3:14])[C:9]([OH:11])=[O:10])[CH2:3]1, predict the reactants needed to synthesize it. The reactants are: [CH3:1][C:2]1([CH3:15])[CH2:7][CH2:6][CH2:5][C:4](=[C:8]([CH3:14])[C:9]([O:11]CC)=[O:10])[CH2:3]1.[OH-].[Na+]. (5) Given the product [CH3:54][N:30]([CH3:29])[CH2:31][C@H:32]([C:47]1([OH:53])[CH2:48][CH2:49][CH2:50][CH2:51][CH2:52]1)[C:33]1[CH:38]=[CH:37][C:36]([O:39][CH2:40][C:41]2[CH:46]=[CH:45][CH:44]=[CH:43][CH:42]=2)=[CH:35][CH:34]=1, predict the reactants needed to synthesize it. The reactants are: C1(C)C=CC(C([C@](C(O)=O)(O)[C@](C(C2C=CC(C)=CC=2)=O)(O)C(O)=O)=O)=CC=1.[CH3:29][N:30]([CH3:54])[CH2:31][C@H:32]([C:47]1([OH:53])[CH2:52][CH2:51][CH2:50][CH2:49][CH2:48]1)[C:33]1[CH:38]=[CH:37][C:36]([O:39][CH2:40][C:41]2[CH:46]=[CH:45][CH:44]=[CH:43][CH:42]=2)=[CH:35][CH:34]=1.[OH-].[Na+]. (6) Given the product [Cl:17][C:18]1[CH:24]=[CH:23][C:21]([NH:22][C:2]2[N:3]=[N:4][C:5]([CH2:10][C:11]3[CH:16]=[CH:15][N:14]=[CH:13][CH:12]=3)=[C:6]([CH3:9])[C:7]=2[CH3:8])=[CH:20][CH:19]=1, predict the reactants needed to synthesize it. The reactants are: Cl[C:2]1[N:3]=[N:4][C:5]([CH2:10][C:11]2[CH:16]=[CH:15][N:14]=[CH:13][CH:12]=2)=[C:6]([CH3:9])[C:7]=1[CH3:8].[Cl:17][C:18]1[CH:24]=[CH:23][C:21]([NH2:22])=[CH:20][CH:19]=1.